This data is from Reaction yield outcomes from USPTO patents with 853,638 reactions. The task is: Predict the reaction yield, written as a fraction of the theoretical maximum amount of product (1.0 means a 100% yield; for example, 0.34 means a 34% yield). (1) The reactants are [CH3:1][O:2][C:3]([NH:5][C@@H:6]([CH:52]([CH3:54])[CH3:53])[C:7]([N:9]1[CH2:13][CH2:12][CH2:11][C@H:10]1[C:14]1[NH:18][C:17]2[C:19]3[C:24]([CH:25]=[CH:26][C:16]=2[N:15]=1)=[CH:23][C:22]([C:27]1[CH:32]=[CH:31][C:30]([C:33]2[NH:37][C:36]([C@@H:38]4[C@@H:43]5[CH2:44][C@@H:40]([CH2:41][CH2:42]5)[N:39]4C(OC(C)(C)C)=O)=[N:35][CH:34]=2)=[CH:29][CH:28]=1)=[CH:21][CH:20]=3)=[O:8])=[O:4].Cl.[CH3:56][O:57][C@H:58]([CH3:68])[C@H:59]([NH:63][C:64]([O:66][CH3:67])=[O:65])[C:60]([OH:62])=O.CCOC(C(C#N)=NOC(N1CCOCC1)=[N+](C)C)=O.F[P-](F)(F)(F)(F)F.CCN(C(C)C)C(C)C. The catalyst is C(Cl)Cl.CN(C=O)C. The product is [CH3:67][O:66][C:64]([NH:63][C@@H:59]([C@H:58]([O:57][CH3:56])[CH3:68])[C:60]([N:39]1[C@H:38]([C:36]2[NH:37][C:33]([C:30]3[CH:31]=[CH:32][C:27]([C:22]4[CH:23]=[C:24]5[C:19](=[CH:20][CH:21]=4)[C:17]4[NH:18][C:14]([C@@H:10]6[CH2:11][CH2:12][CH2:13][N:9]6[C:7](=[O:8])[C@@H:6]([NH:5][C:3](=[O:4])[O:2][CH3:1])[CH:52]([CH3:53])[CH3:54])=[N:15][C:16]=4[CH:26]=[CH:25]5)=[CH:28][CH:29]=3)=[CH:34][N:35]=2)[C@@H:43]2[CH2:44][C@H:40]1[CH2:41][CH2:42]2)=[O:62])=[O:65]. The yield is 0.280. (2) The reactants are [CH3:1][O:2][C:3]1[CH:8]=[C:7](F)[C:6]([CH3:10])=[CH:5][C:4]=1[N+:11]([O-:13])=[O:12].C([O-])([O-])=O.[K+].[K+].FC(F)(F)C(O)=O.FC(F)(F)C(O)=O.[NH:34]1[CH2:39][CH2:38][CH:37]([N:40]2[CH2:45][CH2:44][N:43]([C:46]([O:48][CH2:49][C:50]3[CH:55]=[CH:54][CH:53]=[CH:52][CH:51]=3)=[O:47])[CH2:42][CH2:41]2)[CH2:36][CH2:35]1.O. The catalyst is CS(C)=O. The product is [CH3:10][C:6]1[CH:5]=[C:4]([N+:11]([O-:13])=[O:12])[C:3]([O:2][CH3:1])=[CH:8][C:7]=1[N:34]1[CH2:39][CH2:38][CH:37]([N:40]2[CH2:41][CH2:42][N:43]([C:46]([O:48][CH2:49][C:50]3[CH:55]=[CH:54][CH:53]=[CH:52][CH:51]=3)=[O:47])[CH2:44][CH2:45]2)[CH2:36][CH2:35]1. The yield is 0.660. (3) The reactants are CC(C)([O-])C.[K+].[CH2:7]([N:14]1[CH2:19][CH2:18][N:17]([C:20]2[N:25]=[C:24]([N:26]([CH3:28])[CH3:27])[CH:23]=[C:22](Cl)[N:21]=2)[CH2:16][CH2:15]1)[C:8]1[CH:13]=[CH:12][CH:11]=[CH:10][CH:9]=1.[Cl:30][C:31]1[CH:32]=[C:33]([CH:35]=[CH:36][C:37]=1[Cl:38])[NH2:34].C1(P(C2C=CC=CC=2)C2C=CC3C(=CC=CC=3)C=2C2C3C(=CC=CC=3)C=CC=2P(C2C=CC=CC=2)C2C=CC=CC=2)C=CC=CC=1. The catalyst is O1CCOCC1. The product is [CH2:7]([N:14]1[CH2:19][CH2:18][N:17]([C:20]2[N:21]=[C:22]([NH:34][C:33]3[CH:35]=[CH:36][C:37]([Cl:38])=[C:31]([Cl:30])[CH:32]=3)[CH:23]=[C:24]([N:26]([CH3:28])[CH3:27])[N:25]=2)[CH2:16][CH2:15]1)[C:8]1[CH:13]=[CH:12][CH:11]=[CH:10][CH:9]=1. The yield is 0.650. (4) The reactants are [NH:1]1[C:5]2=[N:6][CH:7]=[CH:8][CH:9]=[C:4]2[C:3]2([C:21]3[C:12](=[CH:13][C:14]4[O:19][CH2:18][CH2:17][O:16][C:15]=4[CH:20]=3)[O:11][CH2:10]2)[C:2]1=[O:22].C(=O)([O-])[O-].[Cs+].[Cs+].[I-].[K+].Cl.Cl[CH2:33][C:34]1[C:39]([C:40]([F:43])([F:42])[F:41])=[CH:38][CH:37]=[CH:36][N:35]=1. The catalyst is CN(C)C=O. The product is [F:43][C:40]([F:41])([F:42])[C:39]1[C:34]([CH2:33][N:1]2[C:5]3=[N:6][CH:7]=[CH:8][CH:9]=[C:4]3[C:3]3([C:21]4[C:12](=[CH:13][C:14]5[O:19][CH2:18][CH2:17][O:16][C:15]=5[CH:20]=4)[O:11][CH2:10]3)[C:2]2=[O:22])=[N:35][CH:36]=[CH:37][CH:38]=1. The yield is 0.240. (5) The reactants are [Cl:1][C:2]1[N:11]=[C:10]([C:12]([O:14][CH3:15])=C)[C:9]2[C:4](=[CH:5][C:6]([O:16][CH3:17])=[CH:7][CH:8]=2)[N:3]=1.[Mn]([O-])(=O)(=O)=[O:19].[K+]. No catalyst specified. The product is [Cl:1][C:2]1[N:11]=[C:10]([C:12]([O:14][CH3:15])=[O:19])[C:9]2[C:4](=[CH:5][C:6]([O:16][CH3:17])=[CH:7][CH:8]=2)[N:3]=1. The yield is 0.760.